Dataset: Antibody developability classification from SAbDab with 2,409 antibodies. Task: Regression/Classification. Given an antibody's heavy chain and light chain sequences, predict its developability. TAP uses regression for 5 developability metrics; SAbDab uses binary classification. (1) The antibody is ['EVQLQQPGAELVRPGASVKLSCKASGYTFTSYWMNWVKQRPGQGLECIGMIHPSDGETRLNQKFKDKATLTLDKSSSTAYMQLSSPTSEDSAVYYCTTHFDYWGQGTTLTVSS', 'DIVLIQSPATLSVTPGDSVSLSCRASQRISNNLHWYQQKSHESPRLLIRYTSQSISGIPSRFSGSGSGTDFTLSINSVETEDFGMYFCQQSNSWPFTFGSGTKLEMK']. Result: 1 (developable). (2) Result: 1 (developable). The antibody is ['ESVEESGGRLVTPGTPLTLTCTVSGFSLSSYPMNWVRQAPGKGLEWIGGIGTSGNIWYASWAKGRFIISRASSTTVDLKVTSPTTEDTATYFCARGLYNDYTVWGPGTLVTVSS', 'EVLTQTPSSVSAAVGGTVTINCQASQSVYNKNYLAWYQQKPGQPPKRLIYSASTLASGVSSRFKGSGSGTQFTLTISDVQCDDVATYYCLGSYDCNRAECHAFGGGTKVVVE']. (3) The antibody is ['QVQLVQSGAEVKKPGASVKVSCKASGYTFTDYHINWVRQAPGQGLEWMGWIHPNSGDTNYAQKFQGWVTMTRDTAISTAYMEVNGLKSDDTAVYYCARAGLHPTTTEYYYYGMDVWGQGTTVTVSS', 'QSVLTQPPSVSVAPGQTARITCGGNDIGRKSVHWNQQKPGQAPVLVVCYDSDRPSGIPERFSGSNSGNTATLTISRVEAGDEADYYCQVWDSSSDHVIFGGGTKLTVL']. Result: 0 (not developable).